From a dataset of Peptide-MHC class II binding affinity with 134,281 pairs from IEDB. Regression. Given a peptide amino acid sequence and an MHC pseudo amino acid sequence, predict their binding affinity value. This is MHC class II binding data. (1) The peptide sequence is MSIHGKGEWMTTEDM. The MHC is HLA-DQA10201-DQB10402 with pseudo-sequence HLA-DQA10201-DQB10402. The binding affinity (normalized) is 0. (2) The peptide sequence is AATAAAAAAVDRGDP. The MHC is HLA-DPA10201-DPB10101 with pseudo-sequence HLA-DPA10201-DPB10101. The binding affinity (normalized) is 0. (3) The peptide sequence is KFIPALEAAVKQAYA. The MHC is HLA-DQA10102-DQB10502 with pseudo-sequence HLA-DQA10102-DQB10502. The binding affinity (normalized) is 0.172. (4) The peptide sequence is GSDPKKLVLDIKYTR. The MHC is DRB1_1602 with pseudo-sequence DRB1_1602. The binding affinity (normalized) is 0.371. (5) The peptide sequence is YDKFLANRSTVLTGK. The MHC is DRB3_0202 with pseudo-sequence DRB3_0202. The binding affinity (normalized) is 0.924. (6) The peptide sequence is GELQIVDVIDAAFKI. The MHC is DRB4_0101 with pseudo-sequence DRB4_0103. The binding affinity (normalized) is 0.711. (7) The peptide sequence is FTSLEYIEAAKWLLP. The MHC is HLA-DPA10103-DPB10401 with pseudo-sequence HLA-DPA10103-DPB10401. The binding affinity (normalized) is 0.414. (8) The binding affinity (normalized) is 0.146. The peptide sequence is EKKYFLATQFEPLAA. The MHC is HLA-DQA10501-DQB10301 with pseudo-sequence HLA-DQA10501-DQB10301. (9) The peptide sequence is AQGPKATFEAMYLGT. The MHC is HLA-DQA10104-DQB10503 with pseudo-sequence HLA-DQA10104-DQB10503. The binding affinity (normalized) is 0.147.